From a dataset of Full USPTO retrosynthesis dataset with 1.9M reactions from patents (1976-2016). Predict the reactants needed to synthesize the given product. (1) Given the product [C:21]([C:25]1[CH:26]=[CH:27][C:28]([CH2:31][CH2:32][N:12]2[CH2:13][CH2:14][CH:9]([C:7]([C:15]3[CH:20]=[CH:19][CH:18]=[CH:17][CH:16]=3)([C:1]3[CH:2]=[CH:3][CH:4]=[CH:5][CH:6]=3)[OH:8])[CH2:10][CH2:11]2)=[CH:29][CH:30]=1)([CH3:23])([CH3:22])[CH3:24], predict the reactants needed to synthesize it. The reactants are: [C:1]1([C:7]([C:15]2[CH:20]=[CH:19][CH:18]=[CH:17][CH:16]=2)([CH:9]2[CH2:14][CH2:13][NH:12][CH2:11][CH2:10]2)[OH:8])[CH:6]=[CH:5][CH:4]=[CH:3][CH:2]=1.[C:21]([C:25]1[CH:30]=[CH:29][C:28]([CH2:31][CH2:32]Cl)=[CH:27][CH:26]=1)([CH3:24])([CH3:23])[CH3:22].C(=O)([O-])[O-].[K+].[K+]. (2) Given the product [CH2:1]([O:4][C:5](=[O:16])[CH2:6][C:7]1[CH:12]=[CH:11][C:10]([O:13][CH2:24][C:25](=[O:26])[N:27]([CH2:30][CH3:31])[CH2:28][CH3:29])=[C:9]([O:14][CH3:15])[CH:8]=1)[CH2:2][CH3:3], predict the reactants needed to synthesize it. The reactants are: [CH2:1]([O:4][C:5](=[O:16])[CH2:6][C:7]1[CH:12]=[CH:11][C:10]([OH:13])=[C:9]([O:14][CH3:15])[CH:8]=1)[CH2:2][CH3:3].C([O-])([O-])=O.[K+].[K+].Cl[CH2:24][C:25]([N:27]([CH2:30][CH3:31])[CH2:28][CH3:29])=[O:26]. (3) Given the product [Br:1][C:2]1[CH:7]=[CH:6][CH:5]=[CH:4][C:3]=1[C:8]1[N:22]=[C:23]([C:24]#[N:25])[C:26]([C:27]#[N:28])=[N:29][C:9]=1[C:11]1[CH:16]=[CH:15][C:14](=[O:17])[N:13]([CH:18]([CH3:20])[CH3:19])[N:12]=1, predict the reactants needed to synthesize it. The reactants are: [Br:1][C:2]1[CH:7]=[CH:6][CH:5]=[CH:4][C:3]=1[C:8](=O)[C:9]([C:11]1[CH:16]=[CH:15][C:14](=[O:17])[N:13]([CH:18]([CH3:20])[CH3:19])[N:12]=1)=O.[NH2:22]/[C:23](=[C:26](\[NH2:29])/[C:27]#[N:28])/[C:24]#[N:25].CS(C)=O. (4) The reactants are: [F:1][C:2]1[CH:3]=[CH:4][C:5]([NH:12][CH2:13][CH2:14][C:15]([F:18])([F:17])[F:16])=[C:6]([CH:11]=1)[C:7]([O:9]C)=[O:8].[OH-].[Na+]. Given the product [F:1][C:2]1[CH:3]=[CH:4][C:5]([NH:12][CH2:13][CH2:14][C:15]([F:16])([F:17])[F:18])=[C:6]([CH:11]=1)[C:7]([OH:9])=[O:8], predict the reactants needed to synthesize it. (5) Given the product [N:16]([CH2:6][C:7]1[CH:11]=[C:10]([C:12]([F:15])([F:14])[F:13])[O:9][N:8]=1)=[N+:17]=[N-:18], predict the reactants needed to synthesize it. The reactants are: CS(O[CH2:6][C:7]1[CH:11]=[C:10]([C:12]([F:15])([F:14])[F:13])[O:9][N:8]=1)(=O)=O.[N-:16]=[N+:17]=[N-:18].[Na+].O. (6) Given the product [N:20]([CH2:19][CH2:18][N:17]([CH2:16][CH2:15][N:12]=[N+:13]=[N-:14])[N:1]=[O:4])=[N+:21]=[N-:22], predict the reactants needed to synthesize it. The reactants are: [N+:1]([O-:4])([O-])=O.[Na+].C(O)(=O)C(O)=O.[N:12]([CH2:15][CH2:16][NH:17][CH2:18][CH2:19][N:20]=[N+:21]=[N-:22])=[N+:13]=[N-:14].CCCCCC. (7) Given the product [CH3:1][C:2]1[CH:3]=[CH:4][C:5]([N+:11]([O-:13])=[O:12])=[C:6]([CH:10]=1)[C:7]([Cl:16])=[O:8], predict the reactants needed to synthesize it. The reactants are: [CH3:1][C:2]1[CH:3]=[CH:4][C:5]([N+:11]([O-:13])=[O:12])=[C:6]([CH:10]=1)[C:7](O)=[O:8].S(Cl)([Cl:16])=O. (8) The reactants are: I[C:2]1[CH:3]=[CH:4][C:5]2[N:6]([CH:8]=[C:9]([NH:11][C:12]([C:14]3[CH:19]=[CH:18][C:17]([C:20]([CH3:26])([CH3:25])[C:21]([O:23][CH3:24])=[O:22])=[CH:16][CH:15]=3)=[O:13])[N:10]=2)[CH:7]=1.[O:27]1[CH:31]=[CH:30][C:29](B(O)O)=[CH:28]1. Given the product [CH3:25][C:20]([C:17]1[CH:18]=[CH:19][C:14]([C:12](=[O:13])[NH:11][C:9]2[N:10]=[C:5]3[CH:4]=[CH:3][C:2]([C:29]4[CH:30]=[CH:31][O:27][CH:28]=4)=[CH:7][N:6]3[CH:8]=2)=[CH:15][CH:16]=1)([CH3:26])[C:21]([O:23][CH3:24])=[O:22], predict the reactants needed to synthesize it.